Task: Predict the reactants needed to synthesize the given product.. Dataset: Full USPTO retrosynthesis dataset with 1.9M reactions from patents (1976-2016) (1) Given the product [C:41]([O:40][C:38]([NH:37][C@@H:33]([CH:34]([CH3:36])[CH3:35])[C:32]([N:6]1[CH2:7][C@H:8]([O:10][C:11]2[C:20]3[C:15](=[CH:16][C:17]([O:21][CH3:22])=[CH:18][CH:19]=3)[N:14]=[C:13]([C:23]3[N:24]=[C:25]([NH:28][CH:29]([CH3:31])[CH3:30])[S:26][CH:27]=3)[CH:12]=2)[CH2:9][C@H:5]1[C:3]([OH:4])=[O:2])=[O:45])=[O:39])([CH3:42])([CH3:43])[CH3:44], predict the reactants needed to synthesize it. The reactants are: C[O:2][C:3]([C@@H:5]1[CH2:9][C@@H:8]([O:10][C:11]2[C:20]3[C:15](=[CH:16][C:17]([O:21][CH3:22])=[CH:18][CH:19]=3)[N:14]=[C:13]([C:23]3[N:24]=[C:25]([NH:28][CH:29]([CH3:31])[CH3:30])[S:26][CH:27]=3)[CH:12]=2)[CH2:7][N:6]1[C:32](=[O:45])[C@@H:33]([NH:37][C:38]([O:40][C:41]([CH3:44])([CH3:43])[CH3:42])=[O:39])[CH:34]([CH3:36])[CH3:35])=[O:4].CO.O.O[Li].O. (2) Given the product [Cl:1][C:2]1[CH:7]=[CH:6][C:5]([C@H:8]2[C@H:13]([O:14][CH2:15][C:16]3[CH:21]=[CH:20][CH:19]=[CH:18][CH:17]=3)[C@@H:12]([O:22][CH2:23][C:24]3[CH:25]=[CH:26][CH:27]=[CH:28][CH:29]=3)[C@H:11]([O:30][CH2:31][C:32]3[CH:33]=[CH:34][CH:35]=[CH:36][CH:37]=3)[C@@H:10]([CH2:38][O:39][CH2:40][C:41]3[CH:46]=[CH:45][CH:44]=[CH:43][CH:42]=3)[O:9]2)=[CH:4][C:3]=1[CH2:47][C:48]1[NH:50][CH2:51][C:52](=[O:54])[NH:57][N:56]=1, predict the reactants needed to synthesize it. The reactants are: [Cl:1][C:2]1[CH:7]=[CH:6][C:5]([C@H:8]2[C@H:13]([O:14][CH2:15][C:16]3[CH:21]=[CH:20][CH:19]=[CH:18][CH:17]=3)[C@@H:12]([O:22][CH2:23][C:24]3[CH:29]=[CH:28][CH:27]=[CH:26][CH:25]=3)[C@H:11]([O:30][CH2:31][C:32]3[CH:37]=[CH:36][CH:35]=[CH:34][CH:33]=3)[C@@H:10]([CH2:38][O:39][CH2:40][C:41]3[CH:46]=[CH:45][CH:44]=[CH:43][CH:42]=3)[O:9]2)=[CH:4][C:3]=1[CH2:47][C:48]([NH:50][CH2:51][C:52]([O:54]C)=O)=O.[NH2:56][NH2:57]. (3) Given the product [Cl:1][C:2]1[CH:7]=[CH:6][C:5]([C@H:8]2[C@H:13]([OH:14])[C@@H:12]([OH:15])[C@H:11]([OH:16])[C@@H:10]([CH2:17][OH:18])[O:9]2)=[CH:4][C:3]=1[CH2:19][C:20]1[CH:21]=[CH:22][C:23]([O:26][CH2:44][C:45]#[C:46][CH:47]2[CH2:49][CH2:48]2)=[CH:24][CH:25]=1, predict the reactants needed to synthesize it. The reactants are: [Cl:1][C:2]1[CH:7]=[CH:6][C:5]([C@H:8]2[C@H:13]([OH:14])[C@@H:12]([OH:15])[C@H:11]([OH:16])[C@@H:10]([CH2:17][OH:18])[O:9]2)=[CH:4][C:3]=1[CH2:19][C:20]1[CH:25]=[CH:24][C:23]([OH:26])=[CH:22][CH:21]=1.C([O-])([O-])=O.[Cs+].[Cs+].CC1C=CC=CC=1S(O[CH2:44][C:45]#[C:46][CH:47]1[CH2:49][CH2:48]1)(=O)=O.